The task is: Predict the reaction yield, written as a fraction of the theoretical maximum amount of product (1.0 means a 100% yield; for example, 0.34 means a 34% yield).. This data is from Reaction yield outcomes from USPTO patents with 853,638 reactions. The reactants are [F:1][C:2]1[CH:3]=[N:4][C:5]2[C:10]([C:11]=1[CH2:12][CH2:13][N:14]1[CH2:18][CH2:17][C@H:16]([CH2:19][NH2:20])[CH2:15]1)=[N:9][C:8]([O:21][CH3:22])=[CH:7][CH:6]=2.C(N(CC)CC)C.[O:30]=[C:31]1[NH:36][C:35]2[CH:37]=[C:38]([S:41](Cl)(=[O:43])=[O:42])[CH:39]=[CH:40][C:34]=2[S:33][CH2:32]1. The catalyst is C(Cl)Cl. The product is [F:1][C:2]1[CH:3]=[N:4][C:5]2[C:10]([C:11]=1[CH2:12][CH2:13][N:14]1[CH2:18][CH2:17][C@H:16]([CH2:19][NH:20][S:41]([C:38]3[CH:39]=[CH:40][C:34]4[S:33][CH2:32][C:31](=[O:30])[NH:36][C:35]=4[CH:37]=3)(=[O:43])=[O:42])[CH2:15]1)=[N:9][C:8]([O:21][CH3:22])=[CH:7][CH:6]=2. The yield is 0.910.